This data is from Full USPTO retrosynthesis dataset with 1.9M reactions from patents (1976-2016). The task is: Predict the reactants needed to synthesize the given product. (1) The reactants are: [Cl:1][C:2]1[CH:7]=[C:6]([F:8])[C:5]([N:9]2[C:13](=[O:14])[CH:12]3[CH2:15][CH2:16][CH:17]=[CH:18][CH:11]3[C:10]2=[O:19])=[CH:4][C:3]=1[OH:20].[N+:21]([O-])([OH:23])=[O:22]. Given the product [Cl:1][C:2]1[C:3]([OH:20])=[C:4]([N+:21]([O-:23])=[O:22])[C:5]([N:9]2[C:10](=[O:19])[CH:11]3[CH2:18][CH2:17][CH:16]=[CH:15][CH:12]3[C:13]2=[O:14])=[C:6]([F:8])[CH:7]=1, predict the reactants needed to synthesize it. (2) Given the product [Cl:1][C:2]1[CH:7]=[CH:6][C:5]2[N:8]3[CH:12]=[CH:11][CH:10]=[C:9]3[CH:13]([CH2:14][C:15]([O:17][CH3:18])=[O:16])[O:20][CH:19]([C:21]3[C:30]4[C:25](=[CH:26][CH:27]=[CH:28][CH:29]=4)[CH:24]=[CH:23][CH:22]=3)[C:4]=2[CH:3]=1, predict the reactants needed to synthesize it. The reactants are: [Cl:1][C:2]1[CH:7]=[CH:6][C:5]([N:8]2[CH:12]=[CH:11][CH:10]=[C:9]2/[CH:13]=[CH:14]/[C:15]([O:17][CH3:18])=[O:16])=[C:4]([C:19]([C:21]2[C:30]3[C:25](=[CH:26][CH:27]=[CH:28][CH:29]=3)[CH:24]=[CH:23][CH:22]=2)=[O:20])[CH:3]=1.[BH4-].[Na+]. (3) Given the product [Cl:17][C:9]1[N:10]=[CH:11][C:12]2[C:3]([CH:2]([F:16])[F:1])=[N:4][CH:5]=[C:6]([I:15])[C:7]=2[N:8]=1, predict the reactants needed to synthesize it. The reactants are: [F:1][CH:2]([F:16])[C:3]1[C:12]2[CH:11]=[N:10][C:9](SC)=[N:8][C:7]=2[C:6]([I:15])=[CH:5][N:4]=1.[Cl:17]CCl.S(Cl)(Cl)(=O)=O.